This data is from Full USPTO retrosynthesis dataset with 1.9M reactions from patents (1976-2016). The task is: Predict the reactants needed to synthesize the given product. (1) The reactants are: C(OC(=O)[NH:7][C@H:8]([C:14]([N:16]1[CH2:20][C:19]([F:22])([F:21])[C:18]([F:24])([F:23])[CH2:17]1)=[O:15])[CH2:9][CH2:10][CH2:11][CH2:12][NH2:13])(C)(C)C.[N:26]1[CH:31]=[CH:30][N:29]=[CH:28][C:27]=1[C:32]([Cl:34])=[O:33]. Given the product [ClH:34].[NH2:7][C@H:8]([C:14](=[O:15])[N:16]1[CH2:17][C:18]([F:23])([F:24])[C:19]([F:21])([F:22])[CH2:20]1)[CH2:9][CH2:10][CH2:11][CH2:12][NH:13][C:32]([C:27]1[CH:28]=[N:29][CH:30]=[CH:31][N:26]=1)=[O:33], predict the reactants needed to synthesize it. (2) Given the product [CH:12]1([NH:11][C:4]2[C:3]([CH3:1])=[N:8][CH:7]=[C:6]([CH3:9])[N:5]=2)[C:20]2[C:15](=[CH:16][CH:17]=[CH:18][CH:19]=2)[CH2:14][CH2:13]1, predict the reactants needed to synthesize it. The reactants are: [CH2:1]([C:3]1[C:4]([NH:11][C@@H:12]2[C:20]3[C:15](=[CH:16][CH:17]=[CH:18][CH:19]=3)[CH2:14][C@@H:13]2O)=[N:5][C:6]([CH2:9]C)=[CH:7][N:8]=1)C.NC1C2C(=CC=CC=2)CC1.ClC1C(C)=NC=C(C)N=1. (3) Given the product [CH3:1][S:2]([OH:5])(=[O:4])=[O:3].[Cl:40][C:37]1[S:36][C:35]([C:33]([NH:32][C:28]2[CH:27]=[CH:26][CH:25]=[C:24]3[C:29]=2[C:30](=[O:31])[N:22]([CH2:21][C:20]2[CH:19]=[CH:18][C:17]([N:16]4[CH2:15][CH2:14][O:13][C:43]4=[NH:44])=[CH:42][CH:41]=2)[CH2:23]3)=[O:34])=[CH:39][CH:38]=1, predict the reactants needed to synthesize it. The reactants are: [CH3:1][S:2]([OH:5])(=[O:4])=[O:3].[Si]([O:13][CH2:14][CH2:15][N:16]([C:43]#[N:44])[C:17]1[CH:42]=[CH:41][C:20]([CH2:21][N:22]2[C:30](=[O:31])[C:29]3[C:24](=[CH:25][CH:26]=[CH:27][C:28]=3[NH:32][C:33]([C:35]3[S:36][C:37]([Cl:40])=[CH:38][CH:39]=3)=[O:34])[CH2:23]2)=[CH:19][CH:18]=1)(C(C)(C)C)(C)C.